From a dataset of Reaction yield outcomes from USPTO patents with 853,638 reactions. Predict the reaction yield, written as a fraction of the theoretical maximum amount of product (1.0 means a 100% yield; for example, 0.34 means a 34% yield). (1) The reactants are [CH3:1][O:2][C:3]1[CH:4]=[C:5]2[C:10](=[CH:11][C:12]=1[OH:13])[N:9]=[CH:8][CH:7]=[C:6]2[O:14][C:15]1[C:16]([CH3:25])=[N:17][C:18]2[C:23]([CH:24]=1)=[CH:22][CH:21]=[CH:20][CH:19]=2.Br[CH2:27][CH2:28][CH2:29][N:30]1[C:38](=[O:39])[C:37]2[C:32](=[CH:33][CH:34]=[CH:35][CH:36]=2)[C:31]1=[O:40].C(=O)([O-])[O-].[K+].[K+]. The catalyst is CN(C)C=O. The product is [CH3:1][O:2][C:3]1[CH:4]=[C:5]2[C:10](=[CH:11][C:12]=1[O:13][CH2:27][CH2:28][CH2:29][N:30]1[C:38](=[O:39])[C:37]3[C:32](=[CH:33][CH:34]=[CH:35][CH:36]=3)[C:31]1=[O:40])[N:9]=[CH:8][CH:7]=[C:6]2[O:14][C:15]1[C:16]([CH3:25])=[N:17][C:18]2[C:23]([CH:24]=1)=[CH:22][CH:21]=[CH:20][CH:19]=2. The yield is 0.690. (2) The reactants are [C:1]([O:5][C:6]([N:8]1[CH2:12][C:11]([CH3:14])([CH3:13])[CH2:10][CH:9]1[C:15]([OH:17])=[O:16])=[O:7])([CH3:4])([CH3:3])[CH3:2].O[N:19]1[C:23](=[O:24])[CH2:22][CH2:21][C:20]1=[O:25].C(N=C=NC(C)C)(C)C. The catalyst is C1COCC1. The yield is 0.700. The product is [O:25]=[C:20]1[CH2:21][CH2:22][C:23](=[O:24])[N:19]1[O:16][C:15]([CH:9]1[CH2:10][C:11]([CH3:14])([CH3:13])[CH2:12][N:8]1[C:6]([O:5][C:1]([CH3:4])([CH3:2])[CH3:3])=[O:7])=[O:17]. (3) The reactants are [C:1]([C:3]1[CH:8]=[CH:7][CH:6]=[CH:5][C:4]=1[C:9]1[CH:14]=[CH:13][C:12]([CH2:15][CH:16]([C:21](=O)[CH2:22][CH2:23][CH2:24][CH3:25])[C:17](OC)=[O:18])=[C:11]([F:27])[CH:10]=1)#[N:2].[CH3:28][C:29]1[NH:30][C:31]([NH:34][CH:35]2[CH2:40][CH2:39][O:38][CH2:37][CH2:36]2)=[N:32][N:33]=1. No catalyst specified. The product is [CH2:22]([C:21]1[N:32]2[N:33]=[C:29]([CH3:28])[N:30]=[C:31]2[N:34]([CH:35]2[CH2:40][CH2:39][O:38][CH2:37][CH2:36]2)[C:17](=[O:18])[C:16]=1[CH2:15][C:12]1[CH:13]=[CH:14][C:9]([C:4]2[C:3]([C:1]#[N:2])=[CH:8][CH:7]=[CH:6][CH:5]=2)=[CH:10][C:11]=1[F:27])[CH2:23][CH2:24][CH3:25]. The yield is 0.720. (4) The reactants are [CH2:1]([C:3]1[CH:7]=[C:6]([CH2:8][CH3:9])[NH:5][N:4]=1)[CH3:2].[Cl:10][S:11](O)(=[O:13])=[O:12].S(Cl)(Cl)=O. No catalyst specified. The product is [CH2:1]([C:3]1[C:7]([S:11]([Cl:10])(=[O:13])=[O:12])=[C:6]([CH2:8][CH3:9])[NH:5][N:4]=1)[CH3:2]. The yield is 0.850. (5) The reactants are C(OC([N:8]1[CH2:13][C:12](=[O:14])[N:11]([C:15]2[CH:20]=[CH:19][C:18]([O:21][CH2:22][CH2:23][CH2:24][O:25][CH2:26][C:27]3[CH:32]=[CH:31][CH:30]=[CH:29][C:28]=3[O:33][CH3:34])=[CH:17][CH:16]=2)[C@@H:10]([CH2:35][NH:36][C:37](=[O:46])[C:38]2[CH:43]=[CH:42][CH:41]=[CH:40][C:39]=2[O:44][CH3:45])[CH2:9]1)=O)(C)(C)C.C(Cl)(=O)C. The catalyst is CO. The product is [CH3:45][O:44][C:39]1[CH:40]=[CH:41][CH:42]=[CH:43][C:38]=1[C:37]([NH:36][CH2:35][C@H:10]1[CH2:9][NH:8][CH2:13][C:12](=[O:14])[N:11]1[C:15]1[CH:16]=[CH:17][C:18]([O:21][CH2:22][CH2:23][CH2:24][O:25][CH2:26][C:27]2[CH:32]=[CH:31][CH:30]=[CH:29][C:28]=2[O:33][CH3:34])=[CH:19][CH:20]=1)=[O:46]. The yield is 0.380.